This data is from Forward reaction prediction with 1.9M reactions from USPTO patents (1976-2016). The task is: Predict the product of the given reaction. (1) Given the reactants [C:1]([C:5]1[N:10]=[C:9]([N:11]2[CH2:16][CH2:15][NH:14][CH2:13][CH2:12]2)[CH:8]=[C:7]([CH:17]2[CH2:19][CH2:18]2)[N:6]=1)([CH3:4])([CH3:3])[CH3:2].Cl[CH2:21][CH2:22][CH2:23][O:24][C:25](=[O:27])[CH3:26].C(N(CC)CC)C.[I-].[Na+], predict the reaction product. The product is: [C:1]([C:5]1[N:10]=[C:9]([N:11]2[CH2:12][CH2:13][N:14]([CH2:21][CH2:22][CH2:23][O:24][C:25](=[O:27])[CH3:26])[CH2:15][CH2:16]2)[CH:8]=[C:7]([CH:17]2[CH2:19][CH2:18]2)[N:6]=1)([CH3:4])([CH3:2])[CH3:3]. (2) Given the reactants [Cl:1][C:2]1[CH:7]=[CH:6][C:5]([CH:8]([CH2:11][OH:12])[C:9]#[N:10])=[C:4]([CH3:13])[CH:3]=1.ClC1C=C[C:18]([O:21]C(F)F)=[CH:17]C=1C(CO)C#N, predict the reaction product. The product is: [C:18]([O:12][CH2:11][CH:8]([C:5]1[CH:6]=[CH:7][C:2]([Cl:1])=[CH:3][C:4]=1[CH3:13])[C:9]#[N:10])(=[O:21])[CH3:17]. (3) Given the reactants [CH3:1][O:2][C:3]([C:5]1[CH:10]=[C:9](N)[N:8]=[C:7]([C:12]2[CH:17]=[CH:16][C:15]([Cl:18])=[C:14]([O:19][CH3:20])[C:13]=2[F:21])[N:6]=1)=[O:4].C(#N)C.N([O-])=[O:26].[Na+], predict the reaction product. The product is: [CH3:1][O:2][C:3]([C:5]1[CH:10]=[C:9]([OH:26])[N:8]=[C:7]([C:12]2[CH:17]=[CH:16][C:15]([Cl:18])=[C:14]([O:19][CH3:20])[C:13]=2[F:21])[N:6]=1)=[O:4]. (4) Given the reactants Br[C:2]1[CH:3]=[CH:4][C:5]([F:29])=[C:6]([C@:8]2([CH2:27][F:28])[CH2:13][C@@H:12]([C:14]([F:17])([F:16])[F:15])[O:11][C:10]([NH:18][C:19](=[O:26])[C:20]3[CH:25]=[CH:24][CH:23]=[CH:22][CH:21]=3)=[N:9]2)[CH:7]=1.CC1(C)C2C(=C(P(C3C=CC=CC=3)C3C=CC=CC=3)C=CC=2)OC2C(P(C3C=CC=CC=3)C3C=CC=CC=3)=CC=CC1=2.[C:72](=O)([O-:74])[O-:73].[K+].[K+].O, predict the reaction product. The product is: [C:19]([NH:18][C:10]1[O:11][C@H:12]([C:14]([F:16])([F:17])[F:15])[CH2:13][C@:8]([C:6]2[CH:7]=[C:2]([CH:3]=[CH:4][C:5]=2[F:29])[C:72]([OH:74])=[O:73])([CH2:27][F:28])[N:9]=1)(=[O:26])[C:20]1[CH:21]=[CH:22][CH:23]=[CH:24][CH:25]=1.